Regression. Given two drug SMILES strings and cell line genomic features, predict the synergy score measuring deviation from expected non-interaction effect. From a dataset of NCI-60 drug combinations with 297,098 pairs across 59 cell lines. (1) Drug 1: CC1=C(C=C(C=C1)NC2=NC=CC(=N2)N(C)C3=CC4=NN(C(=C4C=C3)C)C)S(=O)(=O)N.Cl. Drug 2: C1=CN(C=N1)CC(O)(P(=O)(O)O)P(=O)(O)O. Cell line: SK-MEL-2. Synergy scores: CSS=0.400, Synergy_ZIP=2.50, Synergy_Bliss=6.56, Synergy_Loewe=2.41, Synergy_HSA=2.97. (2) Drug 1: CCN(CC)CCNC(=O)C1=C(NC(=C1C)C=C2C3=C(C=CC(=C3)F)NC2=O)C. Drug 2: COCCOC1=C(C=C2C(=C1)C(=NC=N2)NC3=CC=CC(=C3)C#C)OCCOC. Cell line: HCT116. Synergy scores: CSS=74.2, Synergy_ZIP=4.07, Synergy_Bliss=5.39, Synergy_Loewe=0.312, Synergy_HSA=9.05. (3) Cell line: T-47D. Synergy scores: CSS=3.18, Synergy_ZIP=-5.24, Synergy_Bliss=-12.3, Synergy_Loewe=-7.21, Synergy_HSA=-8.87. Drug 2: C1=NC(=NC(=O)N1C2C(C(C(O2)CO)O)O)N. Drug 1: CN1C(=O)N2C=NC(=C2N=N1)C(=O)N. (4) Drug 1: CCC1=CC2CC(C3=C(CN(C2)C1)C4=CC=CC=C4N3)(C5=C(C=C6C(=C5)C78CCN9C7C(C=CC9)(C(C(C8N6C)(C(=O)OC)O)OC(=O)C)CC)OC)C(=O)OC.C(C(C(=O)O)O)(C(=O)O)O. Drug 2: CCN(CC)CCCC(C)NC1=C2C=C(C=CC2=NC3=C1C=CC(=C3)Cl)OC. Cell line: HCC-2998. Synergy scores: CSS=74.2, Synergy_ZIP=2.70, Synergy_Bliss=1.10, Synergy_Loewe=-3.91, Synergy_HSA=4.87.